From a dataset of Reaction yield outcomes from USPTO patents with 853,638 reactions. Predict the reaction yield, written as a fraction of the theoretical maximum amount of product (1.0 means a 100% yield; for example, 0.34 means a 34% yield). (1) The reactants are [OH:1][C:2]1[C:7]2[C@@:8]3([OH:45])[C@@:21]([O:25][CH3:26])([C@H:22]([OH:24])[CH2:23][C:6]=2[CH:5]=[C:4]([CH3:46])[C:3]=1[C:47]([O:49][CH3:50])=[O:48])[C:20](=[O:27])[C:19]1[C:10](=[CH:11][C:12]2[C:13](=[O:43])[C:14]([NH:30][C@@H:31]4[C@H:36]([O:37][CH3:38])[C@H:35]([OH:39])[C@@H:34]([O:40][CH3:41])[C@H:33]([CH3:42])[O:32]4)=[CH:15][C:16](=[O:29])[C:17]=2[C:18]=1[OH:28])[C:9]3=[O:44].C(=O)([O-])[O-].[K+].[K+].Br[CH2:58][C:59]([O:61][CH3:62])=[O:60]. No catalyst specified. The product is [OH:24][C@H:22]1[C@:21]2([O:25][CH3:26])[C@@:8]([OH:45])([C:9](=[O:44])[C:10]3[C:19]([C:20]2=[O:27])=[C:18]([OH:28])[C:17]2[C:16](=[O:29])[CH:15]=[C:14]([NH:30][C@@H:31]4[C@H:36]([O:37][CH3:38])[C@H:35]([OH:39])[C@@H:34]([O:40][CH3:41])[C@H:33]([CH3:42])[O:32]4)[C:13](=[O:43])[C:12]=2[CH:11]=3)[C:7]2[C:2]([O:1][CH2:58][C:59]([O:61][CH3:62])=[O:60])=[C:3]([C:47]([O:49][CH3:50])=[O:48])[C:4]([CH3:46])=[CH:5][C:6]=2[CH2:23]1. The yield is 0.200. (2) The reactants are [CH2:1]([O:3][C:4](=[O:37])[CH:5]=[CH:6][C@@H:7]([CH3:36])[C@@H:8]([O:28][Si:29]([C:32]([CH3:35])([CH3:34])[CH3:33])([CH3:31])[CH3:30])[CH2:9][C@H:10]([O:20][Si:21]([C:24]([CH3:27])([CH3:26])[CH3:25])([CH3:23])[CH3:22])[CH2:11][O:12][Si](C(C)(C)C)(C)C)[CH3:2].C1C=CN=CC=1.F. The catalyst is C1COCC1.N1C=CC=CC=1. The product is [CH2:1]([O:3][C:4](=[O:37])[CH:5]=[CH:6][C@@H:7]([CH3:36])[C@@H:8]([O:28][Si:29]([C:32]([CH3:35])([CH3:34])[CH3:33])([CH3:31])[CH3:30])[CH2:9][C@H:10]([O:20][Si:21]([C:24]([CH3:27])([CH3:25])[CH3:26])([CH3:23])[CH3:22])[CH2:11][OH:12])[CH3:2]. The yield is 0.650.